From a dataset of Cav3 T-type calcium channel HTS with 100,875 compounds. Binary Classification. Given a drug SMILES string, predict its activity (active/inactive) in a high-throughput screening assay against a specified biological target. The result is 0 (inactive). The compound is O=c1[nH]c2c(cc1CN(c1cc(ccc1)C)C(=O)C)cc(OC)cc2.